Dataset: NCI-60 drug combinations with 297,098 pairs across 59 cell lines. Task: Regression. Given two drug SMILES strings and cell line genomic features, predict the synergy score measuring deviation from expected non-interaction effect. (1) Drug 1: C(CC(=O)O)C(=O)CN.Cl. Drug 2: CC(C)CN1C=NC2=C1C3=CC=CC=C3N=C2N. Cell line: 786-0. Synergy scores: CSS=28.7, Synergy_ZIP=-5.53, Synergy_Bliss=0.797, Synergy_Loewe=0.908, Synergy_HSA=0.190. (2) Drug 1: CN(C)N=NC1=C(NC=N1)C(=O)N. Drug 2: C1CNP(=O)(OC1)N(CCCl)CCCl. Cell line: SF-539. Synergy scores: CSS=-7.66, Synergy_ZIP=0.809, Synergy_Bliss=-4.30, Synergy_Loewe=-15.2, Synergy_HSA=-11.1. (3) Drug 1: CC1=C(C=C(C=C1)NC(=O)C2=CC=C(C=C2)CN3CCN(CC3)C)NC4=NC=CC(=N4)C5=CN=CC=C5. Drug 2: CC12CCC3C(C1CCC2O)C(CC4=C3C=CC(=C4)O)CCCCCCCCCS(=O)CCCC(C(F)(F)F)(F)F. Cell line: COLO 205. Synergy scores: CSS=11.5, Synergy_ZIP=2.59, Synergy_Bliss=3.21, Synergy_Loewe=6.95, Synergy_HSA=2.24. (4) Drug 1: C1=CC(=CC=C1CCCC(=O)O)N(CCCl)CCCl. Drug 2: C1=NC(=NC(=O)N1C2C(C(C(O2)CO)O)O)N. Cell line: MOLT-4. Synergy scores: CSS=38.0, Synergy_ZIP=-2.18, Synergy_Bliss=-6.60, Synergy_Loewe=-6.60, Synergy_HSA=-5.80. (5) Drug 1: CC1C(C(CC(O1)OC2CC(CC3=C2C(=C4C(=C3O)C(=O)C5=C(C4=O)C(=CC=C5)OC)O)(C(=O)CO)O)N)O. Drug 2: CCC1=C2N=C(C=C(N2N=C1)NCC3=C[N+](=CC=C3)[O-])N4CCCCC4CCO. Cell line: UACC62. Synergy scores: CSS=63.6, Synergy_ZIP=-7.00, Synergy_Bliss=-12.4, Synergy_Loewe=-12.9, Synergy_HSA=-6.89. (6) Drug 1: CC1=C2C(C(=O)C3(C(CC4C(C3C(C(C2(C)C)(CC1OC(=O)C(C(C5=CC=CC=C5)NC(=O)OC(C)(C)C)O)O)OC(=O)C6=CC=CC=C6)(CO4)OC(=O)C)OC)C)OC. Drug 2: C1=NC(=NC(=O)N1C2C(C(C(O2)CO)O)O)N. Cell line: A549. Synergy scores: CSS=70.4, Synergy_ZIP=19.7, Synergy_Bliss=19.4, Synergy_Loewe=-6.49, Synergy_HSA=18.6. (7) Drug 1: C1CCC(C1)C(CC#N)N2C=C(C=N2)C3=C4C=CNC4=NC=N3. Drug 2: C1=CC(=CC=C1CC(C(=O)O)N)N(CCCl)CCCl.Cl. Cell line: NCI-H460. Synergy scores: CSS=25.5, Synergy_ZIP=1.85, Synergy_Bliss=2.00, Synergy_Loewe=-16.5, Synergy_HSA=0.847. (8) Drug 1: CC1=CC2C(CCC3(C2CCC3(C(=O)C)OC(=O)C)C)C4(C1=CC(=O)CC4)C. Drug 2: N.N.Cl[Pt+2]Cl. Cell line: A549. Synergy scores: CSS=9.60, Synergy_ZIP=-2.36, Synergy_Bliss=2.47, Synergy_Loewe=-0.535, Synergy_HSA=1.30. (9) Drug 1: CC1CCC2CC(C(=CC=CC=CC(CC(C(=O)C(C(C(=CC(C(=O)CC(OC(=O)C3CCCCN3C(=O)C(=O)C1(O2)O)C(C)CC4CCC(C(C4)OC)O)C)C)O)OC)C)C)C)OC. Drug 2: C(CCl)NC(=O)N(CCCl)N=O. Cell line: RXF 393. Synergy scores: CSS=1.06, Synergy_ZIP=-0.0360, Synergy_Bliss=1.56, Synergy_Loewe=-3.16, Synergy_HSA=-0.746. (10) Drug 1: C(=O)(N)NO. Drug 2: B(C(CC(C)C)NC(=O)C(CC1=CC=CC=C1)NC(=O)C2=NC=CN=C2)(O)O. Cell line: KM12. Synergy scores: CSS=10.7, Synergy_ZIP=0.440, Synergy_Bliss=2.87, Synergy_Loewe=-41.3, Synergy_HSA=0.809.